Dataset: Full USPTO retrosynthesis dataset with 1.9M reactions from patents (1976-2016). Task: Predict the reactants needed to synthesize the given product. (1) Given the product [CH:17]1([CH2:16][O:8][C:5]2[CH:4]=[CH:3][C:2]([CH3:1])=[N:7][CH:6]=2)[CH2:19][CH2:18]1, predict the reactants needed to synthesize it. The reactants are: [CH3:1][C:2]1[N:7]=[CH:6][C:5]([OH:8])=[CH:4][CH:3]=1.C(=O)([O-])[O-].[Cs+].[Cs+].Br[CH2:16][CH:17]1[CH2:19][CH2:18]1.O. (2) Given the product [Si:12]([O:19][C@H:20]([CH3:40])[CH2:21][N:22]([C:8]([C:7]1[C:6]([Cl:11])=[N:5][CH:4]=[N:3][C:2]=1[Cl:1])=[O:9])[C:23]1[CH:24]=[CH:25][C:26]([C@H:29]2[CH2:30][CH2:31][C@H:32]([CH2:35][C:36]([O:38][CH3:39])=[O:37])[CH2:33][CH2:34]2)=[CH:27][CH:28]=1)([C:15]([CH3:18])([CH3:17])[CH3:16])([CH3:13])[CH3:14], predict the reactants needed to synthesize it. The reactants are: [Cl:1][C:2]1[C:7]([C:8](Cl)=[O:9])=[C:6]([Cl:11])[N:5]=[CH:4][N:3]=1.[Si:12]([O:19][C@H:20]([CH3:40])[CH2:21][NH:22][C:23]1[CH:28]=[CH:27][C:26]([C@H:29]2[CH2:34][CH2:33][C@H:32]([CH2:35][C:36]([O:38][CH3:39])=[O:37])[CH2:31][CH2:30]2)=[CH:25][CH:24]=1)([C:15]([CH3:18])([CH3:17])[CH3:16])([CH3:14])[CH3:13]. (3) Given the product [NH2:30][C@@H:26]([CH2:25][C:22]1[CH:23]=[CH:24][C:19]([N:16]2[CH:2]=[C:1]([C:3]3[CH:8]=[CH:7][C:6]([O:9][C:10]4[CH:15]=[CH:14][CH:13]=[CH:12][CH:11]=4)=[CH:5][CH:4]=3)[N:18]=[N:17]2)=[CH:20][CH:21]=1)[C:27]([OH:29])=[O:28], predict the reactants needed to synthesize it. The reactants are: [C:1]([C:3]1[CH:8]=[CH:7][C:6]([O:9][C:10]2[CH:15]=[CH:14][CH:13]=[CH:12][CH:11]=2)=[CH:5][CH:4]=1)#[CH:2].[N:16]([C:19]1[CH:24]=[CH:23][C:22]([CH2:25][C@H:26]([NH:30]C(OC(C)(C)C)=O)[C:27]([OH:29])=[O:28])=[CH:21][CH:20]=1)=[N+:17]=[N-:18].Cl.